This data is from Reaction yield outcomes from USPTO patents with 853,638 reactions. The task is: Predict the reaction yield, written as a fraction of the theoretical maximum amount of product (1.0 means a 100% yield; for example, 0.34 means a 34% yield). (1) The reactants are [CH3:1][O:2][C:3]1[CH:4]=[C:5]2[C:9](=[CH:10][CH:11]=1)[C@H:8]([C@H:12]([CH2:16][CH3:17])[C:13]([OH:15])=[O:14])[CH2:7][CH2:6]2.[C:18]([O-])(O)=O.[Na+].O. The catalyst is CN(C=O)C. The product is [CH3:1][O:2][C:3]1[CH:4]=[C:5]2[C:9](=[CH:10][CH:11]=1)[C@H:8]([C@H:12]([CH2:16][CH3:17])[C:13]([O:15][CH3:18])=[O:14])[CH2:7][CH2:6]2. The yield is 0.990. (2) The reactants are Cl[CH2:2][C:3]1[CH:8]=[C:7]([C:9]2[CH:14]=[CH:13][N:12]=[C:11]([NH:15][C:16]3[CH:21]=[CH:20][CH:19]=[C:18]([Cl:22])[CH:17]=3)[N:10]=2)[CH:6]=[CH:5][N:4]=1.[NH:23]1[CH2:28][CH2:27][CH2:26][CH2:25][CH2:24]1.C(=O)([O-])[O-].[K+].[K+].O. The catalyst is C(#N)C. The product is [Cl:22][C:18]1[CH:17]=[C:16]([NH:15][C:11]2[N:10]=[C:9]([C:7]3[CH:6]=[CH:5][N:4]=[C:3]([CH2:2][N:23]4[CH2:28][CH2:27][CH2:26][CH2:25][CH2:24]4)[CH:8]=3)[CH:14]=[CH:13][N:12]=2)[CH:21]=[CH:20][CH:19]=1. The yield is 0.820. (3) The reactants are Cl[C:2]([O:4][CH3:5])=[O:3].[F:6][C:7]1[CH:12]=[C:11]([F:13])[CH:10]=[CH:9][C:8]=1[C:14]1[CH:19]=[CH:18]C(O)=[C:16]([C:21]([NH:23][C:24]2[CH:29]=[CH:28][CH:27]=[CH:26][C:25]=2[C:30]([F:33])([F:32])[F:31])=[O:22])[CH:15]=1.Cl. The catalyst is O1CCCC1.N1C=CC=CC=1. The product is [F:6][C:7]1[CH:12]=[C:11]([F:13])[CH:10]=[CH:9][C:8]=1[C:14]1[CH:19]=[CH:18][C:5]2[O:4][C:2](=[O:3])[N:23]([C:24]3[CH:29]=[CH:28][CH:27]=[CH:26][C:25]=3[C:30]([F:31])([F:32])[F:33])[C:21](=[O:22])[C:16]=2[CH:15]=1. The yield is 0.310. (4) The reactants are [CH:1]([C:4]1[CH:5]=[C:6]([CH:19]=[CH:20][CH:21]=1)[O:7][C:8]1[C:13]([CH3:14])=[CH:12][C:11]([N+:15]([O-])=O)=[C:10]([Cl:18])[CH:9]=1)([CH3:3])[CH3:2].O.O.[Sn](Cl)Cl.C([O-])(O)=O.[Na+]. The catalyst is O1CCOCC1.Cl. The product is [CH:1]([C:4]1[CH:5]=[C:6]([CH:19]=[CH:20][CH:21]=1)[O:7][C:8]1[C:13]([CH3:14])=[CH:12][C:11]([NH2:15])=[C:10]([Cl:18])[CH:9]=1)([CH3:3])[CH3:2]. The yield is 0.957. (5) The reactants are Cl.Cl.[CH2:3]([N:10]1[CH2:15][CH2:14][CH2:13][CH:12]([CH2:16][N:17]2[CH2:22][CH2:21][NH:20][CH2:19][C:18]2=[O:23])[CH2:11]1)[C:4]1[CH:9]=[CH:8][CH:7]=[CH:6][CH:5]=1.C(N(CC)C(C)C)(C)C.CN(C)C=O.[Cl:38][C:39]1[CH:40]=[C:41]([N:46]=[C:47]=[O:48])[CH:42]=[CH:43][C:44]=1[Cl:45]. The catalyst is ClCCl. The product is [CH2:3]([N:10]1[CH2:15][CH2:14][CH2:13][CH:12]([CH2:16][N:17]2[CH2:22][CH2:21][N:20]([C:47]([NH:46][C:41]3[CH:42]=[CH:43][C:44]([Cl:45])=[C:39]([Cl:38])[CH:40]=3)=[O:48])[CH2:19][C:18]2=[O:23])[CH2:11]1)[C:4]1[CH:5]=[CH:6][CH:7]=[CH:8][CH:9]=1. The yield is 0.840. (6) The reactants are [Cl:1][C:2]1[CH:7]=[C:6]([Cl:8])[CH:5]=[CH:4][C:3]=1Br.[F:10][C:11]1[CH:16]=[CH:15][CH:14]=[C:13]([O:17][CH3:18])[C:12]=1B(O)O. The catalyst is COCCOC.O. The product is [Cl:1][C:2]1[CH:7]=[C:6]([Cl:8])[CH:5]=[CH:4][C:3]=1[C:12]1[C:13]([O:17][CH3:18])=[CH:14][CH:15]=[CH:16][C:11]=1[F:10]. The yield is 0.630. (7) The reactants are [N:1]1[CH:6]=[CH:5][CH:4]=[CH:3][C:2]=1[C:7]1[NH:8][N:9]=[C:10]2[C:15]=1[CH:14]=[CH:13][CH:12]=[C:11]2[C:16]([F:19])([F:18])[F:17].[F:20][C:21]1[CH:28]=[C:27]([F:29])[CH:26]=[C:25](F)[C:22]=1[CH2:23]Br. The catalyst is CN(C=O)C. The product is [F:20][C:21]1[CH:28]=[C:27]([F:29])[CH:26]=[CH:25][C:22]=1[CH2:23][N:8]1[C:7]([C:2]2[CH:3]=[CH:4][CH:5]=[CH:6][N:1]=2)=[C:15]2[C:10]([C:11]([C:16]([F:19])([F:17])[F:18])=[CH:12][CH:13]=[CH:14]2)=[N:9]1. The yield is 0.0500.